Dataset: Forward reaction prediction with 1.9M reactions from USPTO patents (1976-2016). Task: Predict the product of the given reaction. (1) Given the reactants [NH2:1][C:2]1[N:7]=[CH:6][C:5]([CH:8]([CH3:14])[C:9]([O:11][CH2:12][CH3:13])=[O:10])=[CH:4][C:3]=1[F:15].C(N(CC)CC)C.[CH3:23][S:24](Cl)(=[O:26])=[O:25], predict the reaction product. The product is: [F:15][C:3]1[CH:4]=[C:5]([CH:8]([CH3:14])[C:9]([O:11][CH2:12][CH3:13])=[O:10])[CH:6]=[N:7][C:2]=1[NH:1][S:24]([CH3:23])(=[O:26])=[O:25]. (2) Given the reactants Cl[C:2]1[N:7]=[C:6]2[NH:8][N:9]=[C:10]([S:11][CH3:12])[C:5]2=[C:4]([O:13][CH2:14][CH3:15])[N:3]=1.[O:16]1[CH2:21][CH2:20][N:19]([C:22]2[CH:28]=[CH:27][C:25]([NH2:26])=[CH:24][CH:23]=2)[CH2:18][CH2:17]1.C(O)CO, predict the reaction product. The product is: [CH2:14]([O:13][C:4]1[N:3]=[C:2]([NH:26][C:25]2[CH:24]=[CH:23][C:22]([N:19]3[CH2:20][CH2:21][O:16][CH2:17][CH2:18]3)=[CH:28][CH:27]=2)[N:7]=[C:6]2[NH:8][N:9]=[C:10]([S:11][CH3:12])[C:5]=12)[CH3:15]. (3) The product is: [OH:59][CH2:58][CH:57]([NH:56][C:14]([C:4]1[C:3]([C:17]2[CH:18]=[CH:19][CH:20]=[CH:21][CH:22]=2)=[CH:2][N:7]=[N:6][C:5]=1[C:8]1[CH:13]=[CH:12][CH:11]=[CH:10][CH:9]=1)=[O:16])[CH3:60]. Given the reactants C[C:2]1[N:7]=[N:6][C:5]([C:8]2[CH:13]=[CH:12][CH:11]=[CH:10][CH:9]=2)=[C:4]([C:14]([OH:16])=O)[C:3]=1[C:17]1[CH:22]=[CH:21][CH:20]=[CH:19][CH:18]=1.CCN(C(C)C)C(C)C.CN(C(ON1N=NC2C=CC=NC1=2)=[N+](C)C)C.F[P-](F)(F)(F)(F)F.[NH2:56][CH:57]([CH3:60])[CH2:58][OH:59], predict the reaction product. (4) The product is: [CH2:16]([N:11]1[C:12]2[C:8](=[C:7]([O:6][CH2:5][C:4]([OH:24])=[O:3])[CH:15]=[CH:14][CH:13]=2)[CH:9]=[C:10]1[CH3:23])[C:17]1[CH:18]=[CH:19][CH:20]=[CH:21][CH:22]=1. Given the reactants C([O:3][C:4](=[O:24])[CH2:5][O:6][C:7]1[CH:15]=[CH:14][CH:13]=[C:12]2[C:8]=1[CH:9]=[C:10]([CH3:23])[N:11]2[CH2:16][C:17]1[CH:22]=[CH:21][CH:20]=[CH:19][CH:18]=1)C, predict the reaction product.